Dataset: Forward reaction prediction with 1.9M reactions from USPTO patents (1976-2016). Task: Predict the product of the given reaction. (1) Given the reactants [Si]([O:8][C@H:9]([C@H:44]1[CH2:48][C@@H:47]([O:49][CH2:50][CH2:51][CH3:52])[CH2:46][N:45]1C(OC(C)(C)C)=O)[C@@H:10](NC(=O)C1C=C(C2OC=CN=2)C=C(C(N2CCC[C@@H]2COC)=O)C=1)[CH2:11][C:12]1[CH:17]=[C:16]([F:18])[CH:15]=[C:14]([F:19])[CH:13]=1)(C(C)(C)C)(C)C.[Si](O[C@H:68]([C@H]1C[C@@H](OCCC)CN1C(OC(C)(C)C)=O)[C@@H:69]([NH:79][C:80](=[O:90])[C:81]1[CH:86]=[CH:85][CH:84]=[C:83]([C:87](=[O:89])[NH2:88])[CH:82]=1)[CH2:70][C:71]1[CH:76]=[C:75]([F:77])[CH:74]=[C:73](F)C=1)(C(C)(C)C)(C)C.C(OC(N1C[C@H](OCCC)C[C@@H]1[C@@H](O[Si](C(C)(C)C)(C)C)[C@@H](NC(C1C=C(C=CC=1)C(O)=O)=O)CC1C=C(F)C=C(F)C=1)=O)(C)(C)C.CCN(C(C)C)C(C)C.CN(C(ON1N=NC2C=CC=NC1=2)=[N+](C)C)C.F[P-](F)(F)(F)(F)F.FC1C=CC(C(N)C)=CC=1, predict the reaction product. The product is: [F:19][C:14]1[CH:13]=[C:12]([CH2:11][C@H:10]([NH:88][C:87](=[O:89])[C:83]2[CH:84]=[CH:85][CH:86]=[C:81]([C:80]([NH:79][CH:69]([C:70]3[CH:71]=[CH:76][C:75]([F:77])=[CH:74][CH:73]=3)[CH3:68])=[O:90])[CH:82]=2)[C@H:9]([OH:8])[C@H:44]2[CH2:48][C@@H:47]([O:49][CH2:50][CH2:51][CH3:52])[CH2:46][NH:45]2)[CH:17]=[C:16]([F:18])[CH:15]=1. (2) Given the reactants [NH2:1][CH2:2][CH2:3][CH2:4][C@H:5]([NH:9][C:10]([C:12]1[C:13](=[O:26])[N:14]([CH2:18][C:19]2[CH:24]=[CH:23][CH:22]=[C:21]([Br:25])[CH:20]=2)[CH:15]=[CH:16][CH:17]=1)=[O:11])[C:6]([OH:8])=[O:7].[C:27]([OH:33])([C:29]([F:32])([F:31])[F:30])=[O:28].C(O)C.Cl.[C:38](=[NH:43])(OCC)[CH3:39], predict the reaction product. The product is: [Br:25][C:21]1[CH:20]=[C:19]([CH:24]=[CH:23][CH:22]=1)[CH2:18][N:14]1[CH:15]=[CH:16][CH:17]=[C:12]([C:10]([NH:9][C@@H:5]([CH2:4][CH2:3][CH2:2][NH:1][C:38](=[NH:43])[CH3:39])[C:6]([OH:8])=[O:7])=[O:11])[C:13]1=[O:26].[C:27]([OH:33])([C:29]([F:32])([F:31])[F:30])=[O:28]. (3) The product is: [CH2:21]([O:14][C:1]1[CH:6]=[CH:5][CH:4]=[CH:3][C:2]=1[C:7]1[CH:12]=[CH:11][CH:10]=[CH:9][C:8]=1[O:13][CH2:8][CH2:9][CH2:10][CH2:11][CH2:12][CH2:7][CH2:2][CH2:3][CH2:4][CH2:5][CH2:6][CH3:1])[CH2:22][CH2:23][CH2:24][CH2:25][CH2:26][CH2:27][CH2:28][CH2:29][CH2:30][CH2:31][CH3:32]. Given the reactants [C:1]1([OH:14])[C:2]([C:7]2[C:8]([OH:13])=[CH:9][CH:10]=[CH:11][CH:12]=2)=[CH:3][CH:4]=[CH:5][CH:6]=1.[OH-].[K+].CS(C)=O.[CH2:21](Br)[CH2:22][CH2:23][CH2:24][CH2:25][CH2:26][CH2:27][CH2:28][CH2:29][CH2:30][CH2:31][CH3:32], predict the reaction product. (4) The product is: [C:23]([NH:26][CH2:27][C:28]1[CH:29]=[CH:30][C:31]([NH:32][C:20]([C:17]2[CH:18]=[CH:19][C:14]([C:3]3[CH:4]=[C:5]([C:8]4[O:9][C:10]([CH3:13])=[N:11][N:12]=4)[CH:6]=[CH:7][C:2]=3[CH3:1])=[CH:15][CH:16]=2)=[O:21])=[CH:33][CH:34]=1)(=[O:25])[CH3:24]. Given the reactants [CH3:1][C:2]1[CH:7]=[CH:6][C:5]([C:8]2[O:9][C:10]([CH3:13])=[N:11][N:12]=2)=[CH:4][C:3]=1[C:14]1[CH:19]=[CH:18][C:17]([C:20](O)=[O:21])=[CH:16][CH:15]=1.[C:23]([NH:26][CH2:27][C:28]1[CH:34]=[CH:33][C:31]([NH2:32])=[CH:30][CH:29]=1)(=[O:25])[CH3:24], predict the reaction product. (5) Given the reactants C1C=CC(P(C2C=CC=CC=2)C2C=CC=CC=2)=CC=1.[CH3:20][O:21][C:22]1[CH:23]=[C:24]2[C:29](=[CH:30][CH:31]=1)[C:28]([C:32](=[O:48])[C:33]1[CH:38]=[CH:37][C:36]([O:39][CH2:40][CH2:41][N:42]3[CH2:47][CH2:46][CH2:45][CH2:44][CH2:43]3)=[CH:35][CH:34]=1)=[C:27](OS(C(F)(F)F)(=O)=O)[CH:26]=[CH:25]2.C([O-])([O-])=O.[Na+].[Na+].OB1[C:68]2[CH:69]=[CH:70][CH:71]=[CH:72][C:67]=2[CH2:66][O:65]1, predict the reaction product. The product is: [OH:65][CH2:66][C:67]1[CH:72]=[CH:71][CH:70]=[CH:69][C:68]=1[C:27]1[CH:26]=[CH:25][C:24]2[C:29](=[CH:30][CH:31]=[C:22]([O:21][CH3:20])[CH:23]=2)[C:28]=1[C:32]([C:33]1[CH:34]=[CH:35][C:36]([O:39][CH2:40][CH2:41][N:42]2[CH2:47][CH2:46][CH2:45][CH2:44][CH2:43]2)=[CH:37][CH:38]=1)=[O:48]. (6) Given the reactants [NH2:1][CH2:2][C:3]1[CH:4]=[C:5]([C:10]2[CH:15]=[CH:14][CH:13]=[C:12]([CH2:16][N:17]3[CH2:22][CH2:21][N:20](C(OC(C)(C)C)=O)[C@@H:19]([CH3:30])[CH2:18]3)[CH:11]=2)[CH:6]=[CH:7][C:8]=1[F:9].[O:31]1[C:35]2[CH:36]=[CH:37][C:38]([C:40](O)=[O:41])=[CH:39][C:34]=2[O:33][CH2:32]1.CN(C(ON1N=NC2C=CC=NC1=2)=[N+](C)C)C.F[P-](F)(F)(F)(F)F.C(N(C(C)C)CC)(C)C, predict the reaction product. The product is: [F:9][C:8]1[CH:7]=[CH:6][C:5]([C:10]2[CH:15]=[CH:14][CH:13]=[C:12]([CH2:16][N:17]3[CH2:22][CH2:21][NH:20][C@@H:19]([CH3:30])[CH2:18]3)[CH:11]=2)=[CH:4][C:3]=1[CH2:2][NH:1][C:40]([C:38]1[CH:37]=[CH:36][C:35]2[O:31][CH2:32][O:33][C:34]=2[CH:39]=1)=[O:41]. (7) Given the reactants [CH:1]1([S:6][C:7]2[CH:8]=[C:9]([CH2:13][OH:14])[CH:10]=[CH:11][CH:12]=2)[CH2:5][CH2:4][CH2:3][CH2:2]1.[H-].[Na+].CS(O[CH2:22][CH2:23][O:24][CH2:25][CH2:26][CH2:27][CH2:28][CH2:29][CH2:30][N:31]1[CH2:35][C@@H:34]([C:36]2[CH:47]=[CH:46][C:39]3[O:40][C:41]([CH3:45])([CH3:44])[O:42][CH2:43][C:38]=3[CH:37]=2)[O:33][C:32]1=[O:48])(=O)=O.P([O-])([O-])([O-])=O, predict the reaction product. The product is: [CH:1]1([S:6][C:7]2[CH:8]=[C:9]([CH:10]=[CH:11][CH:12]=2)[CH2:13][O:14][CH2:22][CH2:23][O:24][CH2:25][CH2:26][CH2:27][CH2:28][CH2:29][CH2:30][N:31]2[CH2:35][C@@H:34]([C:36]3[CH:47]=[CH:46][C:39]4[O:40][C:41]([CH3:44])([CH3:45])[O:42][CH2:43][C:38]=4[CH:37]=3)[O:33][C:32]2=[O:48])[CH2:5][CH2:4][CH2:3][CH2:2]1. (8) Given the reactants [F:1][C:2]1[CH:3]=[CH:4][C:5]([O:30][CH2:31][C:32]2[CH:37]=[CH:36][C:35]([C:38]3[CH:43]=[CH:42][C:41]([CH3:44])=[CH:40][CH:39]=3)=[CH:34][CH:33]=2)=[C:6]([CH2:8][CH2:9][N:10]([CH2:19][C:20]2[CH:29]=[CH:28][C:23]([C:24]([O:26]C)=[O:25])=[CH:22][CH:21]=2)[CH2:11][CH2:12][CH2:13][CH2:14][C:15]([O:17]C)=[O:16])[CH:7]=1.[OH-].[Na+].ClCCl, predict the reaction product. The product is: [C:15]([CH2:14][CH2:13][CH2:12][CH2:11][N:10]([CH2:19][C:20]1[CH:29]=[CH:28][C:23]([C:24]([OH:26])=[O:25])=[CH:22][CH:21]=1)[CH2:9][CH2:8][C:6]1[CH:7]=[C:2]([F:1])[CH:3]=[CH:4][C:5]=1[O:30][CH2:31][C:32]1[CH:37]=[CH:36][C:35]([C:38]2[CH:43]=[CH:42][C:41]([CH3:44])=[CH:40][CH:39]=2)=[CH:34][CH:33]=1)([OH:17])=[O:16]. (9) Given the reactants [Cl:1][C:2]1[CH:7]=[CH:6][C:5]([F:8])=[C:4]([CH:9]=[C:10](Br)Br)[C:3]=1[CH2:13][CH3:14].[CH2:15]([NH2:18])[CH2:16][NH2:17], predict the reaction product. The product is: [Cl:1][C:2]1[C:3]([CH2:13][CH3:14])=[C:4]([C:5]([F:8])=[CH:6][CH:7]=1)[CH2:9][C:10]1[NH:17][CH2:16][CH2:15][N:18]=1.